Dataset: Forward reaction prediction with 1.9M reactions from USPTO patents (1976-2016). Task: Predict the product of the given reaction. Given the reactants [CH3:1][C@H:2]1[C@@:6]([CH2:8][CH2:9][CH3:10])([OH:7])[CH2:5][CH2:4][NH:3]1.F[C:12]1[CH:19]=[CH:18][C:15]([C:16]#[N:17])=[CH:14][C:13]=1[C:20]([F:23])([F:22])[F:21].C(=O)([O-])[O-].[Li+].[Li+], predict the reaction product. The product is: [OH:7][C@@:6]1([CH2:8][CH2:9][CH3:10])[CH2:5][CH2:4][N:3]([C:12]2[CH:19]=[CH:18][C:15]([C:16]#[N:17])=[CH:14][C:13]=2[C:20]([F:21])([F:23])[F:22])[C@H:2]1[CH3:1].